From a dataset of Full USPTO retrosynthesis dataset with 1.9M reactions from patents (1976-2016). Predict the reactants needed to synthesize the given product. (1) Given the product [CH2:31]([O:33][C:34](=[O:46])[C:35]([C:37]1[CH:42]=[CH:41][C:40]([S:43][CH3:44])=[C:39]([Cl:45])[CH:38]=1)=[CH:15][CH:20]1[CH2:16][CH2:17][CH2:18][CH2:19]1)[CH3:32], predict the reactants needed to synthesize it. The reactants are: [I-].[C:15]1(P([C:15]2[CH:20]=[CH:19][CH:18]=[CH:17][CH:16]=2)[C:15]2[CH:20]=[CH:19][CH:18]=[CH:17][CH:16]=2)[CH:20]=[CH:19][CH:18]=[CH:17][CH:16]=1.C[Si]([N-][Si](C)(C)C)(C)C.[Na+].[CH2:31]([O:33][C:34](=[O:46])[C:35]([C:37]1[CH:42]=[CH:41][C:40]([S:43][CH3:44])=[C:39]([Cl:45])[CH:38]=1)=O)[CH3:32]. (2) Given the product [Cl:15][C:16]1[CH:21]=[C:20]([N+:22]([O-:24])=[O:23])[CH:19]=[CH:18][C:17]=1[N:7]1[CH2:6][CH2:5][N:4]([C:8]([O:10][C:11]([CH3:13])([CH3:12])[CH3:14])=[O:9])[CH2:3][C@H:2]1[CH3:1], predict the reactants needed to synthesize it. The reactants are: [CH3:1][C@H:2]1[NH:7][CH2:6][CH2:5][N:4]([C:8]([O:10][C:11]([CH3:14])([CH3:13])[CH3:12])=[O:9])[CH2:3]1.[Cl:15][C:16]1[CH:21]=[C:20]([N+:22]([O-:24])=[O:23])[CH:19]=[CH:18][C:17]=1F.CCN(C(C)C)C(C)C. (3) Given the product [CH3:12][CH:6]1[CH2:7][CH2:8][C:9]2[C:4](=[N:3][C:2]([CH3:1])=[CH:11][CH:10]=2)[NH:5]1, predict the reactants needed to synthesize it. The reactants are: [CH3:1][CH:2]1[CH:11]=[CH:10][C:9]2[C:4](=[N:5][C:6]([CH3:12])=[CH:7][CH:8]=2)[NH:3]1.[H][H]. (4) The reactants are: C(OC(=O)[N:7]([C:14]1[C:15]2[N:16]([C:20](Br)=[CH:21][N:22]=2)[CH:17]=[CH:18][N:19]=1)[CH2:8][CH2:9][S:10]([CH3:13])(=[O:12])=[O:11])(C)(C)C.CS[C:27]1[N:32]=[C:31]([Sn](CCCC)(CCCC)CCCC)[CH:30]=[CH:29][N:28]=1.[NH:46]1[CH2:51][CH2:50][O:49][CH2:48][CH2:47]1. Given the product [CH3:13][S:10]([CH2:9][CH2:8][NH:7][C:14]1[C:15]2[N:16]([C:20]([C:31]3[CH:30]=[CH:29][N:28]=[C:27]([N:46]4[CH2:51][CH2:50][O:49][CH2:48][CH2:47]4)[N:32]=3)=[CH:21][N:22]=2)[CH:17]=[CH:18][N:19]=1)(=[O:11])=[O:12], predict the reactants needed to synthesize it. (5) Given the product [C:19]1([CH3:20])[CH:18]=[CH:17][C:16]([S:13]([C@@H:23]2[C@@H:6]([C:5]3[CH:8]=[CH:9][CH:10]=[C:3]([C:2]([F:11])([F:12])[F:1])[CH:4]=3)[O:7][CH:25]=[N:24]2)(=[O:14])=[O:15])=[CH:22][CH:21]=1, predict the reactants needed to synthesize it. The reactants are: [F:1][C:2]([F:12])([F:11])[C:3]1[CH:4]=[C:5]([CH:8]=[CH:9][CH:10]=1)[CH:6]=[O:7].[S:13]([CH2:23][N+:24]#[C-:25])([C:16]1[CH:22]=[CH:21][C:19]([CH3:20])=[CH:18][CH:17]=1)(=[O:15])=[O:14].[C-]#N.[Na+]. (6) Given the product [O:9]1[C:10]2[C:15](=[CH:14][CH:13]=[CH:12][CH:11]=2)[C:16](=[O:17])[C:7]([C:6]2[CH:1]=[CH:2][CH:3]=[CH:4][CH:5]=2)=[CH:8]1, predict the reactants needed to synthesize it. The reactants are: [CH:1]1[C:6]([C:7]2[C:16](=[O:17])[C:15]3[C:14](O)=[CH:13][C:12](O)=[CH:11][C:10]=3[O:9][CH:8]=2)=[CH:5][CH:4]=[C:3](O)[CH:2]=1.C([O-])([O-])=O.[K+].[K+]. (7) The reactants are: [CH3:1][C:2]([Si:5](Cl)([CH3:7])[CH3:6])([CH3:4])[CH3:3].[OH:9][CH2:10][CH2:11][CH2:12][CH2:13][CH2:14][C:15]([O:17][CH3:18])=[O:16].N1C=CN=C1.O. Given the product [Si:5]([O:9][CH2:10][CH2:11][CH2:12][CH2:13][CH2:14][C:15]([O:17][CH3:18])=[O:16])([C:2]([CH3:4])([CH3:3])[CH3:1])([CH3:7])[CH3:6], predict the reactants needed to synthesize it. (8) The reactants are: [CH2:1]([O:3][C:4]([N:6]1[CH2:11][CH2:10][N:9]([C:12]([CH:14]([C:26]([NH:28][C:29]2[CH:38]=[CH:37][C:36]3[C:31](=[CH:32][CH:33]=[CH:34][CH:35]=3)[CH:30]=2)=[O:27])[CH2:15][C:16]2[CH:21]=[CH:20][CH:19]=[C:18]([C:22]([O:24]C)=[O:23])[CH:17]=2)=[O:13])[CH2:8][CH2:7]1)=[O:5])[CH3:2].[Li+].[OH-].OS([O-])(=O)=O.[Na+]. Given the product [CH2:1]([O:3][C:4]([N:6]1[CH2:11][CH2:10][N:9]([C:12]([CH:14]([C:26]([NH:28][C:29]2[CH:38]=[CH:37][C:36]3[C:31](=[CH:32][CH:33]=[CH:34][CH:35]=3)[CH:30]=2)=[O:27])[CH2:15][C:16]2[CH:21]=[CH:20][CH:19]=[C:18]([C:22]([OH:24])=[O:23])[CH:17]=2)=[O:13])[CH2:8][CH2:7]1)=[O:5])[CH3:2], predict the reactants needed to synthesize it. (9) The reactants are: Cl.[CH2:2]([NH:9][NH2:10])[C:3]1[CH:8]=[CH:7][CH:6]=[CH:5][CH:4]=1.[CH:11](=O)[C:12]([CH3:14])=[O:13]. Given the product [CH2:2]([NH:9][N:10]=[CH:11][C:12](=[O:13])[CH3:14])[C:3]1[CH:8]=[CH:7][CH:6]=[CH:5][CH:4]=1, predict the reactants needed to synthesize it.